This data is from Forward reaction prediction with 1.9M reactions from USPTO patents (1976-2016). The task is: Predict the product of the given reaction. (1) The product is: [C:1]([O:5][C:6]([N:8]1[CH2:11][C:10]2([CH2:12][N:13]([C:18]3[CH:19]=[N:20][CH:21]=[C:16]([Cl:15])[N:17]=3)[CH2:14]2)[CH2:9]1)=[O:7])([CH3:4])([CH3:2])[CH3:3]. Given the reactants [C:1]([O:5][C:6]([N:8]1[CH2:11][C:10]2([CH2:14][NH:13][CH2:12]2)[CH2:9]1)=[O:7])([CH3:4])([CH3:3])[CH3:2].[Cl:15][C:16]1[CH:21]=[N:20][CH:19]=[C:18](Cl)[N:17]=1.CCN(C(C)C)C(C)C, predict the reaction product. (2) Given the reactants [Cl:1][C:2]1[CH:3]=[C:4]([C:9]2([C:15]([OH:17])=O)[CH2:14][CH2:13][CH2:12][CH2:11][CH2:10]2)[CH:5]=[CH:6][C:7]=1[Cl:8].[CH2:18]([NH:20][CH3:21])[CH3:19], predict the reaction product. The product is: [Cl:1][C:2]1[CH:3]=[C:4]([C:9]2([C:15]([N:20]([CH2:18][CH3:19])[CH3:21])=[O:17])[CH2:10][CH2:11][CH2:12][CH2:13][CH2:14]2)[CH:5]=[CH:6][C:7]=1[Cl:8]. (3) Given the reactants [CH:1]1[CH:2]=[CH:3][C:4]2[NH:11][C:9](=[O:10])[CH:8]=[C:7]([CH2:12][CH:13]([NH:17][C:18]([C:20]3[CH:21]=[CH:22][C:23]([Cl:26])=[CH:24][CH:25]=3)=[O:19])[C:14]([OH:16])=[O:15])[C:5]=2[CH:6]=1.[Br-].Br[CH:29]([CH2:39][CH3:40])[C:30]([NH+:32]1[CH2:37][CH2:36][N:35]([CH3:38])[CH2:34][CH2:33]1)=[O:31], predict the reaction product. The product is: [Cl:26][C:23]1[CH:24]=[CH:25][C:20]([C:18]([NH:17][CH:13]([CH2:12][C:7]2[C:5]3[C:4](=[CH:3][CH:2]=[CH:1][CH:6]=3)[NH:11][C:9](=[O:10])[CH:8]=2)[C:14]([O:16][CH:29]([C:30]([N:32]2[CH2:33][CH2:34][N:35]([CH3:38])[CH2:36][CH2:37]2)=[O:31])[CH2:39][CH3:40])=[O:15])=[O:19])=[CH:21][CH:22]=1. (4) Given the reactants [O:1]=[C:2]1[N:6]([C:7]2[CH:12]=[CH:11][CH:10]=[CH:9][CH:8]=2)[CH2:5][CH2:4][N:3]1[C:13](Cl)=[O:14].[CH3:16][O:17][C:18]1[CH:19]=[C:20]2[C:25](=[CH:26][C:27]=1[O:28][CH3:29])[N:24]=[CH:23][CH:22]=[C:21]2[O:30][C:31]1[CH:38]=[CH:37][C:34]([NH:35][CH3:36])=[CH:33][C:32]=1[F:39].CCN(C(C)C)C(C)C, predict the reaction product. The product is: [CH3:16][O:17][C:18]1[CH:19]=[C:20]2[C:25](=[CH:26][C:27]=1[O:28][CH3:29])[N:24]=[CH:23][CH:22]=[C:21]2[O:30][C:31]1[CH:38]=[CH:37][C:34]([N:35]([CH3:36])[C:13]([N:3]2[CH2:4][CH2:5][N:6]([C:7]3[CH:12]=[CH:11][CH:10]=[CH:9][CH:8]=3)[C:2]2=[O:1])=[O:14])=[CH:33][C:32]=1[F:39]. (5) Given the reactants [CH3:1][N:2]1[C:7](=[O:8])[C:6]([NH:9][C:10]2[CH:15]=[CH:14][C:13]([N:16]3[CH2:21][CH2:20][N:19]([CH:22]4[CH2:25][O:24][CH2:23]4)[CH2:18][C@@H:17]3[CH3:26])=[CH:12][N:11]=2)=[CH:5][C:4]([C:27]2[C:32]([CH:33]=[O:34])=[C:31]([N:35]3[CH2:47][CH2:46][C:45]4[N:44]5[C:39]([CH2:40][CH2:41][CH2:42][CH2:43]5)=[CH:38][C:37]=4[C:36]3=[O:48])[N:30]=[CH:29][CH:28]=2)=[CH:3]1.[BH4-].[Na+], predict the reaction product. The product is: [OH:34][CH2:33][C:32]1[C:31]([N:35]2[CH2:47][CH2:46][C:45]3[N:44]4[C:39]([CH2:40][CH2:41][CH2:42][CH2:43]4)=[CH:38][C:37]=3[C:36]2=[O:48])=[N:30][CH:29]=[CH:28][C:27]=1[C:4]1[CH:5]=[C:6]([NH:9][C:10]2[CH:15]=[CH:14][C:13]([N:16]3[CH2:21][CH2:20][N:19]([CH:22]4[CH2:25][O:24][CH2:23]4)[CH2:18][C@@H:17]3[CH3:26])=[CH:12][N:11]=2)[C:7](=[O:8])[N:2]([CH3:1])[CH:3]=1.